This data is from Forward reaction prediction with 1.9M reactions from USPTO patents (1976-2016). The task is: Predict the product of the given reaction. (1) Given the reactants [CH:1](=O)[C:2]1[CH:7]=[CH:6][CH:5]=[CH:4][CH:3]=1.[C:9](#[N:13])[CH2:10][C:11]#N.[CH2:14](O)C, predict the reaction product. The product is: [CH:1](=[C:10]([C:11]#[CH:14])[C:9]#[N:13])[C:2]1[CH:7]=[CH:6][CH:5]=[CH:4][CH:3]=1. (2) The product is: [Br:28][C:29]1[CH:36]=[CH:35][CH:34]=[CH:33][C:30]=1[CH2:31][O:17][C:13]1[CH:12]=[C:11]([C:10]2[N:9]=[C:8]([CH:18]3[CH2:21][CH2:20][CH2:19]3)[N:4]3[CH:5]=[CH:6][N:7]=[C:2]([NH2:1])[C:3]=23)[CH:16]=[CH:15][CH:14]=1. Given the reactants [NH2:1][C:2]1[C:3]2[N:4]([C:8]([CH:18]3[CH2:21][CH2:20][CH2:19]3)=[N:9][C:10]=2[C:11]2[CH:12]=[C:13]([OH:17])[CH:14]=[CH:15][CH:16]=2)[CH:5]=[CH:6][N:7]=1.C([O-])([O-])=O.[Cs+].[Cs+].[Br:28][C:29]1[CH:36]=[CH:35][CH:34]=[CH:33][C:30]=1[CH2:31]Br, predict the reaction product.